Dataset: Forward reaction prediction with 1.9M reactions from USPTO patents (1976-2016). Task: Predict the product of the given reaction. (1) Given the reactants [OH:1][C:2]([C:4]([F:7])([F:6])[F:5])=[O:3].Br[CH2:9][CH2:10][CH2:11][CH2:12][CH2:13][CH2:14][CH2:15][CH2:16][CH2:17][N:18]1[C:22](=[O:23])[C:21]2([CH2:28][CH2:27][N:26]([C@H:29]3[CH2:34][CH2:33][C@@H:32]([CH:35]([CH3:37])[CH3:36])[CH2:31][CH2:30]3)[CH2:25][CH2:24]2)[N:20]([C:38]2[CH:43]=[CH:42][CH:41]=[CH:40][CH:39]=2)[CH2:19]1.[CH3:44][NH:45][CH3:46], predict the reaction product. The product is: [OH:3][C:2]([C:4]([F:7])([F:6])[F:5])=[O:1].[CH3:44][N:45]([CH3:46])[CH2:9][CH2:10][CH2:11][CH2:12][CH2:13][CH2:14][CH2:15][CH2:16][CH2:17][N:18]1[C:22](=[O:23])[C:21]2([CH2:28][CH2:27][N:26]([C@H:29]3[CH2:34][CH2:33][C@@H:32]([CH:35]([CH3:37])[CH3:36])[CH2:31][CH2:30]3)[CH2:25][CH2:24]2)[N:20]([C:38]2[CH:43]=[CH:42][CH:41]=[CH:40][CH:39]=2)[CH2:19]1. (2) The product is: [Br:8][C:6]1[CH:7]=[C:2]([F:1])[C:3]([S:10]([NH:14][C:15]2[C:16]([CH3:22])=[N:17][N:18]([CH3:21])[C:19]=2[CH3:20])(=[O:12])=[O:11])=[CH:4][C:5]=1[F:9]. Given the reactants [F:1][C:2]1[CH:7]=[C:6]([Br:8])[C:5]([F:9])=[CH:4][C:3]=1[S:10](Cl)(=[O:12])=[O:11].[NH2:14][C:15]1[C:16]([CH3:22])=[N:17][N:18]([CH3:21])[C:19]=1[CH3:20], predict the reaction product.